The task is: Predict the reaction yield, written as a fraction of the theoretical maximum amount of product (1.0 means a 100% yield; for example, 0.34 means a 34% yield).. This data is from Reaction yield outcomes from USPTO patents with 853,638 reactions. (1) The reactants are [H-].[H-].[H-].[H-].[Li+].[Al+3].S(=O)(=O)(O)O.Cl.[C:13]([S:17]([C:20]1[CH:21]=[C:22]2[C:27](=[CH:28][CH:29]=1)[N:26]=[CH:25][CH:24]=[C:23]2[NH:30][C:31]1[C:35]([C:36](OCC)=[O:37])=[C:34]([CH3:41])[NH:33][N:32]=1)(=[O:19])=[O:18])([CH3:16])([CH3:15])[CH3:14]. The catalyst is C1COCC1. The product is [CH3:16][C:13]([S:17]([C:20]1[CH:21]=[C:22]2[C:27](=[CH:28][CH:29]=1)[N:26]=[CH:25][CH:24]=[C:23]2[NH:30][C:31]1[C:35]([CH2:36][OH:37])=[C:34]([CH3:41])[NH:33][N:32]=1)(=[O:18])=[O:19])([CH3:14])[CH3:15]. The yield is 0.100. (2) The reactants are C(=O)([O-])[O-].[Cs+].[Cs+].C1C=CC(P(C2C=CC3C(=CC=CC=3)C=2C2C3C(=CC=CC=3)C=CC=2P(C2C=CC=CC=2)C2C=CC=CC=2)C2C=CC=CC=2)=CC=1.[Cl:53][C:54]1[CH:61]=[CH:60][C:57]([CH2:58][OH:59])=[CH:56][CH:55]=1.[CH2:62]([C:69]1[C:73]2[C:74](Cl)=[N:75][CH:76]=[CH:77][C:72]=2[NH:71][C:70]=1[CH3:79])[C:63]1[CH:68]=[CH:67][CH:66]=[CH:65][CH:64]=1. The catalyst is C1(C)C=CC=CC=1.C1C=CC(/C=C/C(/C=C/C2C=CC=CC=2)=O)=CC=1.C1C=CC(/C=C/C(/C=C/C2C=CC=CC=2)=O)=CC=1.C1C=CC(/C=C/C(/C=C/C2C=CC=CC=2)=O)=CC=1.[Pd].[Pd]. The product is [ClH:53].[CH2:62]([C:69]1[C:73]2[C:74]([O:59][CH2:58][C:57]3[CH:60]=[CH:61][C:54]([Cl:53])=[CH:55][CH:56]=3)=[N:75][CH:76]=[CH:77][C:72]=2[NH:71][C:70]=1[CH3:79])[C:63]1[CH:64]=[CH:65][CH:66]=[CH:67][CH:68]=1. The yield is 0.412.